Task: Predict the reactants needed to synthesize the given product.. Dataset: Full USPTO retrosynthesis dataset with 1.9M reactions from patents (1976-2016) (1) Given the product [F:29][C:30]1[C:31]2[N:32]([CH:36]=[C:37]([CH2:39][C@@H:40]3[CH2:45][CH2:44][CH2:43][CH2:42][N:41]3[C:14]([C:9]3[N:10]=[C:11]([CH3:13])[S:12][C:8]=3[C:5]3[CH:4]=[CH:3][C:2]([F:1])=[CH:7][CH:6]=3)=[O:16])[N:38]=2)[CH:33]=[CH:34][CH:35]=1, predict the reactants needed to synthesize it. The reactants are: [F:1][C:2]1[CH:7]=[CH:6][C:5]([C:8]2[S:12][C:11]([CH3:13])=[N:10][C:9]=2[C:14]([OH:16])=O)=[CH:4][CH:3]=1.C(Cl)(=O)C(Cl)=O.CN(C=O)C.Cl.[F:29][C:30]1[C:31]2[N:32]([CH:36]=[C:37]([CH2:39][C@@H:40]3[CH2:45][CH2:44][CH2:43][CH2:42][NH:41]3)[N:38]=2)[CH:33]=[CH:34][CH:35]=1. (2) Given the product [CH3:33][C:2]1[C:10]([O:11][CH2:12][CH:13]2[CH2:17][CH2:16][CH2:15][O:14]2)=[C:9]2[C:5]([CH2:6][N:7]([CH2:19][C:20]3[CH:25]=[CH:24][C:23]([C:26]4[CH:27]=[N:28][N:29]([CH3:31])[CH:30]=4)=[CH:22][CH:21]=3)[C:8]2=[O:18])=[CH:4][CH:3]=1, predict the reactants needed to synthesize it. The reactants are: Br[C:2]1[C:10]([O:11][CH2:12][CH:13]2[CH2:17][CH2:16][CH2:15][O:14]2)=[C:9]2[C:5]([CH2:6][N:7]([CH2:19][C:20]3[CH:25]=[CH:24][C:23]([C:26]4[CH:27]=[N:28][N:29]([CH3:31])[CH:30]=4)=[CH:22][CH:21]=3)[C:8]2=[O:18])=[CH:4][CH:3]=1.[Cl-].[CH3:33][Zn+]. (3) Given the product [O:23]([C:18]1[CH:19]=[CH:20][CH:21]=[CH:22][C:17]=1[CH2:16][O:15][C:12]1[CH:13]=[CH:14][C:9]([C:8]2[O:32][N:33]=[C:3]([OH:4])[CH:2]=2)=[N:10][CH:11]=1)[C:24]1[CH:29]=[CH:28][CH:27]=[CH:26][CH:25]=1, predict the reactants needed to synthesize it. The reactants are: Br[CH:2]([CH:8](Br)[C:9]1[CH:14]=[CH:13][C:12]([O:15][CH2:16][C:17]2[CH:22]=[CH:21][CH:20]=[CH:19][C:18]=2[O:23][C:24]2[CH:29]=[CH:28][CH:27]=[CH:26][CH:25]=2)=[CH:11][N:10]=1)[C:3](OCC)=[O:4].Cl.[OH:32][NH2:33].[OH-].[Na+].CO.C(O)(=O)CC(CC(O)=O)(C(O)=O)O.